Dataset: Catalyst prediction with 721,799 reactions and 888 catalyst types from USPTO. Task: Predict which catalyst facilitates the given reaction. Reactant: [CH3:1][O:2][C:3](=[O:13])[C:4]([CH3:12])([C:6]1[CH:11]=[CH:10][CH:9]=[CH:8][CH:7]=1)[CH3:5].Cl[CH:15]([O:17]C)Cl.Cl. Product: [CH3:1][O:2][C:3](=[O:13])[C:4]([C:6]1[CH:7]=[CH:8][C:9]([CH:15]=[O:17])=[CH:10][CH:11]=1)([CH3:5])[CH3:12]. The catalyst class is: 388.